From a dataset of Catalyst prediction with 721,799 reactions and 888 catalyst types from USPTO. Predict which catalyst facilitates the given reaction. Reactant: [Cl:1][C:2]1[CH:3]=[C:4]([CH2:9][CH2:10][C:11]([OH:13])=O)[CH:5]=[CH:6][C:7]=1[Cl:8].Cl.[CH3:15][NH:16][O:17][CH3:18].CCN=C=NCCCN(C)C.C1C=CC2N(O)N=NC=2C=1. Product: [Cl:1][C:2]1[CH:3]=[C:4]([CH2:9][CH2:10][C:11]([N:16]([O:17][CH3:18])[CH3:15])=[O:13])[CH:5]=[CH:6][C:7]=1[Cl:8]. The catalyst class is: 2.